This data is from hERG Central: cardiac toxicity at 1µM, 10µM, and general inhibition. The task is: Predict hERG channel inhibition at various concentrations. (1) The compound is CCOC(=O)N1CCc2c(sc(NC(=O)CN3CCN(C)CC3)c2C(=O)Nc2ccccc2)C1. Results: hERG_inhib (hERG inhibition (general)): blocker. (2) The compound is CCOC(=O)c1c(NC(=O)C(C)N2CCN(C(=O)c3ccco3)CC2)sc2c1CCCC2. Results: hERG_inhib (hERG inhibition (general)): blocker. (3) The drug is COc1ccc(CN2CCCC(C(=O)c3ccc(SC)cc3)C2)cc1Cn1cccn1. Results: hERG_inhib (hERG inhibition (general)): blocker. (4) The compound is CC(C)Cc1nnc(NC(=O)c2cc([N+](=O)[O-])ccc2N2CCOCC2)s1. Results: hERG_inhib (hERG inhibition (general)): blocker. (5) The compound is COc1ccc(CCNCC(=O)Nc2ccc(OC(F)F)cc2)cc1. Results: hERG_inhib (hERG inhibition (general)): blocker. (6) The compound is CC(C(=O)Nc1cccc(S(=O)(=O)N2CCOCC2)c1)N1CCN(C/C=C/c2ccccc2)CC1. Results: hERG_inhib (hERG inhibition (general)): blocker. (7) The molecule is CCOc1ccc(C2c3[nH]c4ccccc4c3CCN2Cc2cn(CC)nc2C)cc1. Results: hERG_inhib (hERG inhibition (general)): blocker. (8) The molecule is CCCCc1oc2c(c(=O)c1C)C(=O)CC(c1ccccc1)C2. Results: hERG_inhib (hERG inhibition (general)): blocker. (9) The compound is O=C(CN1CCN(Cc2ccccc2)CC1)N/N=C/c1ccc(Br)s1. Results: hERG_inhib (hERG inhibition (general)): blocker. (10) Results: hERG_inhib (hERG inhibition (general)): blocker. The molecule is O=C(C1=NN[C@@H]2C(=O)N(Cc3ccccc3)C(=O)[C@H]12)c1ccc([N+](=O)[O-])cc1.